Task: Binary Classification. Given a miRNA mature sequence and a target amino acid sequence, predict their likelihood of interaction.. Dataset: Experimentally validated miRNA-target interactions with 360,000+ pairs, plus equal number of negative samples (1) The miRNA is hsa-miR-5000-3p with sequence UCAGGACACUUCUGAACUUGGA. The protein sequence of the target gene is MAPPSVFAQVPQAPPVLVFKLTADFRDDPDPRKVNLGVGAYRTDESQPWVLPVVRKVEQKIANDNSLNHEYLPILGLAEFRSCASRLVLGDNSLAIRENRVGGVQSLGGTGALRIGADFLGRWYNGTDNKNTPIYVSSPTWENHNAVFSAAGFKDIRPYCYWDAEKRGLDLQGFLNDLENAPEFSIFVLHACAHNPTGTDPTPEQWKQIAAVMQRRFLFPFFDSAYQGFASGDLEKDAWAIRYFVSEGFELFCAQSFSKNFGLYNERVGNLTVVGKESDSVLRVLSQMEKIVRITWSNPP.... Result: 0 (no interaction). (2) The miRNA is hsa-miR-548ak with sequence AAAAGUAACUGCGGUUUUUGA. The protein sequence of the target gene is MGLRIHFVVDPHGWCCMGLIVFVWLYNIVLIPKIVLFPHYEEGHIPGILIIIFYGISIFCLVALVRASITDPGRLPENPKIPHGEREFWELCNKCNLMRPKRSHHCSRCGHCVRRMDHHCPWINNCVGEDNHWLFLQLCFYTELLTCYALMFSFCHYYYFLPLKKRNLDLFVFRHELAIMRLAAFMGITMLVGITGLFYTQLIGIITDTTSIEKMSNCCEDISRPRKPWQQTFSEVFGTRWKILWFIPFRQRQPLRVPYHFANHV. Result: 1 (interaction). (3) The miRNA is cel-miR-261 with sequence UAGCUUUUUAGUUUUCACG. The protein sequence of the target gene is MGADDGAISADKVDIRLQPLNKNGAQDETDEEAADQIQLRVYKQRWIVLLAVALLNNTNTMSWIGYAPSGNYVNSFYGESSAAWLSMVYMMCTIPVGMFAMWAGREWGLRTAVLIAGWANGIGAVIRVISSLDFVPQDLRFPICMTGQGIAAIAYPFIMFLPTKVAGSWFPDTQRAIATSIGVMSNPLGVLMANLISPAIVKSPEHVIWLNIFTCVPSLIAMLIATFGVNRSEPKIPPTFSASKPQMDFVSGMKSCFSSKQYIILLIVMGGGIGMFNCLYTVMLELLCPSGYSNFFSGVC.... Result: 0 (no interaction). (4) The miRNA is hsa-miR-625-5p with sequence AGGGGGAAAGUUCUAUAGUCC. The protein sequence of the target gene is MEEELKCPVCGSLFREPIILPCSHNVCLPCARTIAVQTPDGEQHLPPPLLLSRGAAAAATPPDQDAAAGATSGGAGANTAGGLGGGATGGGDHADKLSLYSETDSGYGSYTPSLKSPNGVRVLPMVPAPPGSSAAAARGAACSSLCSSSSSITCPQCHRSASLDHRGLRGFQRNRLLEGIVQRYQQGRGVVPGAAAAPAVAICQLCDRTPPEPAATLCEQCDVLYCATCQLKCHPSRGPFAKHRLVQPPPPPTPPEATPAVTGTSTASSAGGCRSPGGAGASAPRKFPTCPEHEMENYSM.... Result: 0 (no interaction). (5) The miRNA is mmu-miR-34b-5p with sequence AGGCAGUGUAAUUAGCUGAUUGU. The protein sequence of the target gene is MANSTGKAPPDERRKGLAFLDELRQFHHSRGSPFKKIPAVGGKELDLHGLYTRVTTLGGFAKVSEKNQWGEIVEEFNFPRSCSNAAFALKQYYLRYLEKYEKVHHFGEDDDEVPPGNPKPQLPIGAIPSSYNYQQHSVSDYLRQSYGLSMDFNSPNDYNKLVLSLLSGLPNEVDFAINVCTLLSNESKHVMQLEKDPKIITLLLANAGVFDDTLGSFSSVFGEEWREKTDRDFVKFWKDIVDDNEVRDLISDRNKAHEDTPGEWIWESLFHPPRKLGINDIEGQRVLQIAVILRNLSFEE.... Result: 1 (interaction). (6) The miRNA is rno-miR-125a-3p with sequence ACAGGUGAGGUUCUUGGGAGCC. The protein sequence of the target gene is MAHPGRRGYDNREIVLKYIHYKLSQRGYDWAAGEDRPPVPPAPAPAAAPAAVAAAGASSHHRPEPPGSAAASEVPPAEGLRPAPPGVHLALRQAGDEFSRRYQRDFAQMSGQLHLTPFTAHGRFVAVVEELFRDGVNWGRIVAFFEFGGVMCVESVNREMSPLVDNIATWMTEYLNRHLHNWIQDNGGWDAFVELYGNSMRPLFDFSWISLKTILSLVLVGACITLGAYLGHK. Result: 0 (no interaction). (7) The miRNA is hsa-miR-1324 with sequence CCAGACAGAAUUCUAUGCACUUUC. The protein sequence of the target gene is MADTLESSLEDPLRSFVRVLEKRDGTVLRLQQYSSGGVGCVVWDAAIVLSKYLETPEFSGDGAHALSRRSVLELGSGTGAVGLMAATLGADVVVTDLEELQDLLKMNINMNKHLVTGSVQAKVLKWGEEIEGFPSPPDFILMADCIYYEESLEPLLKTLKDISGFETCIICCYEQRTMGKNPEIEKKYFELLQLDFDFEKIPLEKHDEEYRSEDIHIIYIRKKKSKFPS. Result: 0 (no interaction). (8) The miRNA is cel-miR-79-3p with sequence AUAAAGCUAGGUUACCAAAGCU. The protein sequence of the target gene is MTSTVQSPLYSRVFSAVFYGVISVLIVFVNKILLTNYKFPSFLFVGVGQMMATILILFFAKMFRIVQFPSLDSSIPRKIMPLPLLYFFNLISGLGGTQMINLPMFTVLRRFSILMTMILEFYILNVKASKAVKISVGLMIGGSFIAAIYDLSFDALGYTMIFINNICTAALGVYTKQKLDAKDLGKYGLMFYNCLFMLLPALCVVQYTGDLDRAYSFMLSDSMTSSVWTCFLLSCICGFVLNYSLVLCTHHNSALTTTCVGPIKNLFVTYVGMFSSGDYVFQWANFTGINVSVFGSILYT.... Result: 1 (interaction). (9) The miRNA is hsa-miR-616-5p with sequence ACUCAAAACCCUUCAGUGACUU. The protein sequence of the target gene is MSLQRLLQHSSNGNLADFCAGPAYSSYSTLTGSLTMDDNRRIQMLADTVATLPRGRKQLALTRSSSLSDFSWSQRKLVTVEKQDNETFGFEIQSYRPQNQNACSSEMFTLICKIQEDSPAHCAGLQAGDVLANINGVSTEGFTYKQVVDLIRSSGNLLTIETLNGTMILKRTELEAKLQVLKQTLKQKWVEYRSLQLQEHRLLHGDAANCPSLENMDLDELSLFGPLPGPGPALVDRNRLSSESSCKSWLSSMTMDSEDGYQTCVSEDSSRGAFSRQTSTDDECFIPKEGDDFLRRSSSR.... Result: 1 (interaction).